Dataset: Forward reaction prediction with 1.9M reactions from USPTO patents (1976-2016). Task: Predict the product of the given reaction. (1) Given the reactants [CH3:1][C:2]1[C:3]([CH3:21])=[CH:4][C:5]2[N:14]([CH2:15]C=O)[C:13]3[C:8]([C:9](=[O:19])[NH:10][C:11](=[O:18])[N:12]=3)=[N:7][C:6]=2[CH:20]=1.[CH3:22][NH:23][CH2:24][C:25]([OH:27])=[O:26].[C:28](O)(=O)C.C([BH3-])#N.[Na+], predict the reaction product. The product is: [CH3:1][C:2]1[C:3]([CH3:21])=[CH:4][C:5]2[N:14]([CH2:15][CH2:22][N:23]([CH2:24][C:25]([OH:27])=[O:26])[CH3:28])[C:13]3[C:8]([C:9](=[O:19])[NH:10][C:11](=[O:18])[N:12]=3)=[N:7][C:6]=2[CH:20]=1. (2) Given the reactants Cl[C:2]1[CH:14]=[CH:13][C:5]([C:6]([O:8][C:9]([CH3:12])([CH3:11])[CH3:10])=[O:7])=[CH:4][N:3]=1.[NH2:15][CH2:16][C@@H:17]([OH:20])[CH2:18][OH:19], predict the reaction product. The product is: [C:9]([O:8][C:6]([C:5]1[CH:4]=[N:3][C:2]([NH:15][CH2:16][C@@H:17]([OH:20])[CH2:18][OH:19])=[CH:14][CH:13]=1)=[O:7])([CH3:12])([CH3:11])[CH3:10]. (3) Given the reactants [CH3:1][C:2]1[CH:22]=[CH:21][C:5]([C:6]([NH:8][C:9]2[S:10][C:11]3[CH:17]=[C:16]([C:18]([OH:20])=O)[CH:15]=[CH:14][C:12]=3[N:13]=2)=[O:7])=[CH:4][CH:3]=1.[NH2:23][C:24]1[CH:29]=[CH:28][CH:27]=[CH:26][CH:25]=1.F[P-](F)(F)(F)(F)F.N1(O[P+](N(C)C)(N(C)C)N(C)C)C2C=CC=CC=2N=N1.C(N(C(C)C)CC)(C)C, predict the reaction product. The product is: [CH3:1][C:2]1[CH:3]=[CH:4][C:5]([C:6]([NH:8][C:9]2[S:10][C:11]3[CH:17]=[C:16]([C:18]([NH:23][C:24]4[CH:29]=[CH:28][CH:27]=[CH:26][CH:25]=4)=[O:20])[CH:15]=[CH:14][C:12]=3[N:13]=2)=[O:7])=[CH:21][CH:22]=1. (4) The product is: [CH3:1][C:2]1[C:6]([B:7]2[O:11][C:10]([CH3:13])([CH3:12])[C:9]([CH3:15])([CH3:14])[O:8]2)=[CH:5][O:4][N:3]=1. Given the reactants [CH3:1][C:2]1[C:6]([B:7]2[O:11][C:10]([CH3:13])([CH3:12])[C:9]([CH3:15])([CH3:14])[O:8]2)=[C:5]([Si](C)(C)C)[O:4][N:3]=1.N, predict the reaction product. (5) Given the reactants [O:1]1[CH2:5][CH2:4][C@@H:3]([NH:6][C:7]2[N:15]=[CH:14][N:13]=[C:12]3[C:8]=2[N:9]=[CH:10][N:11]3[C@@H:16]2[O:20][C@H:19]([CH2:21][S:22][C:23]([NH:25][CH3:26])=[O:24])[C@@H:18]([OH:27])[C@H:17]2[OH:28])[CH2:2]1.CN=C=O, predict the reaction product. The product is: [O:1]1[CH2:5][CH2:4][C@@H:3]([NH:6][C:7]2[N:15]=[CH:14][N:13]=[C:12]3[C:8]=2[N:9]=[CH:10][N:11]3[C@@H:16]2[O:20][C@H:19]([CH2:21][S:22][C:23]([NH:25][CH:26]3[CH2:5][CH2:4][CH2:3][CH2:2]3)=[O:24])[C@@H:18]([OH:27])[C@H:17]2[OH:28])[CH2:2]1.